From a dataset of Reaction yield outcomes from USPTO patents with 853,638 reactions. Predict the reaction yield, written as a fraction of the theoretical maximum amount of product (1.0 means a 100% yield; for example, 0.34 means a 34% yield). The reactants are [Cl:1][C:2]1[N:3]=[C:4]([C:9]([NH:11][CH:12]2[CH2:15][N:14]([C:16]3[S:17][C:18]([C:21]([O:23]CC)=[O:22])=[CH:19][N:20]=3)[CH2:13]2)=[O:10])[NH:5][C:6]=1[CH2:7][CH3:8].[OH-].[Li+].O. The catalyst is CO. The product is [Cl:1][C:2]1[N:3]=[C:4]([C:9]([NH:11][CH:12]2[CH2:13][N:14]([C:16]3[S:17][C:18]([C:21]([OH:23])=[O:22])=[CH:19][N:20]=3)[CH2:15]2)=[O:10])[NH:5][C:6]=1[CH2:7][CH3:8]. The yield is 0.530.